From a dataset of NCI-60 drug combinations with 297,098 pairs across 59 cell lines. Regression. Given two drug SMILES strings and cell line genomic features, predict the synergy score measuring deviation from expected non-interaction effect. (1) Drug 1: C1CCN(CC1)CCOC2=CC=C(C=C2)C(=O)C3=C(SC4=C3C=CC(=C4)O)C5=CC=C(C=C5)O. Drug 2: C1=CC=C(C(=C1)C(C2=CC=C(C=C2)Cl)C(Cl)Cl)Cl. Cell line: HOP-92. Synergy scores: CSS=11.6, Synergy_ZIP=-3.34, Synergy_Bliss=3.50, Synergy_Loewe=-0.0852, Synergy_HSA=0.183. (2) Drug 2: C1CN(CCN1C(=O)CCBr)C(=O)CCBr. Synergy scores: CSS=61.3, Synergy_ZIP=-7.84, Synergy_Bliss=-6.70, Synergy_Loewe=-11.5, Synergy_HSA=-3.30. Cell line: DU-145. Drug 1: CCCCC(=O)OCC(=O)C1(CC(C2=C(C1)C(=C3C(=C2O)C(=O)C4=C(C3=O)C=CC=C4OC)O)OC5CC(C(C(O5)C)O)NC(=O)C(F)(F)F)O. (3) Synergy scores: CSS=28.3, Synergy_ZIP=-1.90, Synergy_Bliss=-2.62, Synergy_Loewe=-31.9, Synergy_HSA=-0.751. Cell line: UACC-257. Drug 2: CC1C(C(CC(O1)OC2CC(CC3=C2C(=C4C(=C3O)C(=O)C5=C(C4=O)C(=CC=C5)OC)O)(C(=O)CO)O)N)O.Cl. Drug 1: CN1C(=O)N2C=NC(=C2N=N1)C(=O)N. (4) Drug 1: CC1OCC2C(O1)C(C(C(O2)OC3C4COC(=O)C4C(C5=CC6=C(C=C35)OCO6)C7=CC(=C(C(=C7)OC)O)OC)O)O. Drug 2: B(C(CC(C)C)NC(=O)C(CC1=CC=CC=C1)NC(=O)C2=NC=CN=C2)(O)O. Cell line: MDA-MB-231. Synergy scores: CSS=16.2, Synergy_ZIP=-10.0, Synergy_Bliss=-6.28, Synergy_Loewe=-3.80, Synergy_HSA=-4.23.